This data is from Forward reaction prediction with 1.9M reactions from USPTO patents (1976-2016). The task is: Predict the product of the given reaction. (1) Given the reactants [F:1][C:2]1[CH:7]=[CH:6][C:5]([N+:8]([O-])=O)=[CH:4][C:3]=1[S:11](Cl)(=O)=O.O.O.Cl[Sn]Cl, predict the reaction product. The product is: [F:1][C:2]1[CH:7]=[CH:6][C:5]([NH2:8])=[CH:4][C:3]=1[SH:11]. (2) The product is: [NH2:18][C@@H:19]([CH:90]([CH3:92])[CH3:91])[C:20]([NH:22][C@@H:23]([CH2:83][CH2:84][CH2:85][NH:86][C:87]([NH2:89])=[O:88])[C:24]([NH:26][C:27]1[CH:28]=[CH:29][C:30]([CH2:31][O:32][C:33]2[C:34]3[CH:80]=[CH:79][CH:78]=[CH:77][C:35]=3[C:36]3[C@H:37]([CH2:75][Cl:76])[CH2:38][N:39]([C:42](=[O:74])[CH2:43][CH2:44][CH2:45][CH2:46][CH2:47][O:48][C:49]4[C:50]([O:72][CH3:73])=[CH:51][C:52]5[C:58](=[O:59])[N:57]6[CH2:60][CH2:61][CH2:62][CH:56]6[C@H:55]([OH:63])[N:54]([C:64]([O:66][C:67]([CH3:70])([CH3:69])[CH3:68])=[O:65])[C:53]=5[CH:71]=4)[C:40]=3[CH:41]=2)=[CH:81][CH:82]=1)=[O:25])=[O:21]. Given the reactants C1C2C(COC([NH:18][C@@H:19]([CH:90]([CH3:92])[CH3:91])[C:20]([NH:22][C@@H:23]([CH2:83][CH2:84][CH2:85][NH:86][C:87]([NH2:89])=[O:88])[C:24]([NH:26][C:27]3[CH:82]=[CH:81][C:30]([CH2:31][O:32][C:33]4[C:34]5[CH:80]=[CH:79][CH:78]=[CH:77][C:35]=5[C:36]5[C@H:37]([CH2:75][Cl:76])[CH2:38][N:39]([C:42](=[O:74])[CH2:43][CH2:44][CH2:45][CH2:46][CH2:47][O:48][C:49]6[C:50]([O:72][CH3:73])=[CH:51][C:52]7[C:58](=[O:59])[N:57]8[CH2:60][CH2:61][CH2:62][CH:56]8[C@H:55]([OH:63])[N:54]([C:64]([O:66][C:67]([CH3:70])([CH3:69])[CH3:68])=[O:65])[C:53]=7[CH:71]=6)[C:40]=5[CH:41]=4)=[CH:29][CH:28]=3)=[O:25])=[O:21])=O)C3C(=CC=CC=3)C=2C=CC=1.N1CCCCC1, predict the reaction product. (3) Given the reactants [N:1]([C:4]1[CH:17]=[CH:16][C:7](OCCN2CCCC2)=[CH:6][CH:5]=1)=[C:2]=[S:3].[CH3:18][N:19]1[CH2:24][CH2:23][N:22](C2C=CC(N)=CC=2)[CH2:21][CH2:20]1, predict the reaction product. The product is: [N:1]([C:4]1[CH:5]=[CH:6][C:7]([N:22]2[CH2:23][CH2:24][N:19]([CH3:18])[CH2:20][CH2:21]2)=[CH:16][CH:17]=1)=[C:2]=[S:3]. (4) Given the reactants [CH2:1]([N:5]1[C:9](=[O:10])[C:8]([C:11]2[CH:16]=[CH:15][CH:14]=[CH:13][CH:12]=2)=[C:7]([NH:17][C:18]2[CH:23]=[CH:22][C:21]([O:24][CH3:25])=[CH:20][CH:19]=2)[C:6]1=O)[CH2:2][CH2:3][CH3:4].COC1C=CC(P2(SP(C3C=CC(OC)=CC=3)(=S)S2)=[S:36])=CC=1, predict the reaction product. The product is: [CH2:1]([N:5]1[C:6](=[S:36])[C:7]([NH:17][C:18]2[CH:23]=[CH:22][C:21]([O:24][CH3:25])=[CH:20][CH:19]=2)=[C:8]([C:11]2[CH:16]=[CH:15][CH:14]=[CH:13][CH:12]=2)[C:9]1=[O:10])[CH2:2][CH2:3][CH3:4]. (5) Given the reactants [C:1]([O:5][C:6]1[CH:7]=[C:8]([C:12]2[C:13]3[CH2:26][CH2:25][NH:24][C:14]=3[N:15]=[C:16]([N:18]3[CH2:23][CH2:22][O:21][CH2:20][CH2:19]3)[N:17]=2)[CH:9]=[CH:10][CH:11]=1)([CH3:4])([CH3:3])[CH3:2].N1C=CC=CC=1.CN(C1C=CC=CN=1)C.[C:42](Cl)(=[O:49])[C:43]1[CH:48]=[CH:47][CH:46]=[CH:45][CH:44]=1, predict the reaction product. The product is: [C:1]([O:5][C:6]1[CH:7]=[C:8]([C:12]2[C:13]3[CH2:26][CH2:25][N:24]([C:42]([C:43]4[CH:48]=[CH:47][CH:46]=[CH:45][CH:44]=4)=[O:49])[C:14]=3[N:15]=[C:16]([N:18]3[CH2:19][CH2:20][O:21][CH2:22][CH2:23]3)[N:17]=2)[CH:9]=[CH:10][CH:11]=1)([CH3:4])([CH3:2])[CH3:3]. (6) Given the reactants [Cl:1][C:2]1[CH:7]=[CH:6][C:5]([C:8]2[CH:13]=[N:12][N:11]3[C:14](=[O:17])[NH:15][N:16]=[C:10]3[C:9]=2[C:18]2[CH:23]=[CH:22][C:21]([Cl:24])=[CH:20][CH:19]=2)=[CH:4][CH:3]=1.C1C=CC(P(C2C=CC=CC=2)C2C=CC=CC=2)=CC=1.O[CH2:45][C@@H:46]1[NH:50][C:49](=[O:51])[CH2:48][CH2:47]1, predict the reaction product. The product is: [Cl:1][C:2]1[CH:7]=[CH:6][C:5]([C:8]2[CH:13]=[N:12][N:11]3[C:14](=[O:17])[N:15]([CH2:45][C@H:46]4[CH2:47][CH2:48][C:49](=[O:51])[NH:50]4)[N:16]=[C:10]3[C:9]=2[C:18]2[CH:23]=[CH:22][C:21]([Cl:24])=[CH:20][CH:19]=2)=[CH:4][CH:3]=1.